Predict which catalyst facilitates the given reaction. From a dataset of Catalyst prediction with 721,799 reactions and 888 catalyst types from USPTO. (1) Reactant: [ClH:1].N[C@@H](C)[C@@H](C1C=CC(SC)=CC=1)O.[O:15]=[C:16]([C:27]1[CH:28]=[N:29][C:30]2[C:35]([CH:36]=1)=[CH:34][CH:33]=[CH:32][CH:31]=2)[C@@H:17]([NH:19]C(=O)OC(C)(C)C)[CH3:18].CC(C)[O-].[Al+3].CC(C)[O-].CC(C)[O-].CC(O)C. Product: [ClH:1].[ClH:1].[NH2:19][C@@H:17]([CH3:18])[C@@H:16]([C:27]1[CH:28]=[N:29][C:30]2[C:35]([CH:36]=1)=[CH:34][CH:33]=[CH:32][CH:31]=2)[OH:15]. The catalyst class is: 11. (2) Reactant: [OH:1][C:2]1[CH:3]=[C:4]([C:10]2[CH:15]=[CH:14][CH:13]=[C:12]([CH2:16][C:17]([O:19][CH3:20])=[O:18])[CH:11]=2)[CH:5]=[CH:6][C:7]=1[O:8][CH3:9].[F:21][C:22]([F:35])([F:34])[S:23](O[S:23]([C:22]([F:35])([F:34])[F:21])(=[O:25])=[O:24])(=[O:25])=[O:24]. Product: [CH3:9][O:8][C:7]1[CH:6]=[CH:5][C:4]([C:10]2[CH:15]=[CH:14][CH:13]=[C:12]([CH2:16][C:17]([O:19][CH3:20])=[O:18])[CH:11]=2)=[CH:3][C:2]=1[O:1][S:23]([C:22]([F:35])([F:34])[F:21])(=[O:25])=[O:24]. The catalyst class is: 300.